This data is from Forward reaction prediction with 1.9M reactions from USPTO patents (1976-2016). The task is: Predict the product of the given reaction. (1) Given the reactants [Si]([O:8][CH2:9][C:10]1[CH:15]=[CH:14][C:13]([C:16]([NH2:19])([CH3:18])[CH3:17])=[CH:12][N:11]=1)(C(C)(C)C)(C)C, predict the reaction product. The product is: [OH:8][CH2:9][C:10]1[CH:15]=[CH:14][C:13]([C:16]([NH2:19])([CH3:17])[CH3:18])=[CH:12][N:11]=1. (2) Given the reactants [N:1]1([C:7](=[O:15])[CH2:8][N:9]2[CH2:14][CH2:13][NH:12][CH2:11][CH2:10]2)[CH2:6][CH2:5][O:4][CH2:3][CH2:2]1.[ClH:16].[CH3:17][O:18][C:19]1[C:27]2[O:26][C:25](C)(C)C[C:23]=2[C:22]([C:30]2[C@@H:39]3[C@@H:34]([CH2:35][CH:36]=[CH:37][CH2:38]3)[C:33](=[O:40])[N:32]([C:41]3[CH:46]=[CH:45][C:44]([C:47](N4CCN(C/C=C/C5C=CC=CC=5)CC4)=[O:48])=[CH:43][CH:42]=3)[N:31]=2)=[CH:21][CH:20]=1, predict the reaction product. The product is: [ClH:16].[CH3:25][O:26][C:27]1[CH:23]=[C:22]([C:30]2[C@@H:39]3[C@@H:34]([CH2:35][CH:36]=[CH:37][CH2:38]3)[C:33](=[O:40])[N:32]([C:41]3[CH:42]=[CH:43][C:44]([C:47]([N:12]4[CH2:11][CH2:10][N:9]([CH2:8][C:7]([N:1]5[CH2:2][CH2:3][O:4][CH2:5][CH2:6]5)=[O:15])[CH2:14][CH2:13]4)=[O:48])=[CH:45][CH:46]=3)[N:31]=2)[CH:21]=[CH:20][C:19]=1[O:18][CH3:17].